From a dataset of Reaction yield outcomes from USPTO patents with 853,638 reactions. Predict the reaction yield, written as a fraction of the theoretical maximum amount of product (1.0 means a 100% yield; for example, 0.34 means a 34% yield). (1) The reactants are Cl[C:2]1[C:10]2[O:9][CH2:8][CH2:7][C:6]=2[C:5]([CH:11]2[C@H:16]([O:17][CH2:18][C:19]3[CH:24]=[CH:23][CH:22]=[CH:21][CH:20]=3)[C@@H:15]([O:25][CH2:26][C:27]3[CH:32]=[CH:31][CH:30]=[CH:29][CH:28]=3)[C@H:14]([O:33][CH2:34][C:35]3[CH:40]=[CH:39][CH:38]=[CH:37][CH:36]=3)[C@@H:13]([CH2:41][O:42][CH2:43][C:44]3[CH:49]=[CH:48][CH:47]=[CH:46][CH:45]=3)[O:12]2)=[CH:4][C:3]=1[CH2:50][C:51]1[CH:56]=[CH:55][C:54]([O:57][CH2:58][CH3:59])=[CH:53][CH:52]=1.[CH:60]1(B(O)O)[CH2:62][CH2:61]1.C1(P(C2CCCCC2)C2C=CC=CC=2C2C(OC)=CC=CC=2OC)CCCCC1.[O-]P([O-])([O-])=O.[K+].[K+].[K+]. The catalyst is C1(C)C=CC=CC=1.O.CC([O-])=O.CC([O-])=O.[Pd+2]. The product is [CH:60]1([C:2]2[C:10]3[O:9][CH2:8][CH2:7][C:6]=3[C:5]([CH:11]3[C@H:16]([O:17][CH2:18][C:19]4[CH:24]=[CH:23][CH:22]=[CH:21][CH:20]=4)[C@@H:15]([O:25][CH2:26][C:27]4[CH:28]=[CH:29][CH:30]=[CH:31][CH:32]=4)[C@H:14]([O:33][CH2:34][C:35]4[CH:40]=[CH:39][CH:38]=[CH:37][CH:36]=4)[C@@H:13]([CH2:41][O:42][CH2:43][C:44]4[CH:45]=[CH:46][CH:47]=[CH:48][CH:49]=4)[O:12]3)=[CH:4][C:3]=2[CH2:50][C:51]2[CH:52]=[CH:53][C:54]([O:57][CH2:58][CH3:59])=[CH:55][CH:56]=2)[CH2:62][CH2:61]1. The yield is 0.430. (2) The reactants are C(OC([N:8]1[CH2:13][CH2:12][CH:11]([NH:14][C:15]2[N:20]=[C:19]([CH2:21][C:22]3[CH:27]=[CH:26][C:25]([Cl:28])=[CH:24][CH:23]=3)[CH:18]=[C:17]([C:29]([OH:32])([CH3:31])[CH3:30])[N:16]=2)[CH2:10][CH2:9]1)=O)(C)(C)C.FC(F)(F)C(O)=O.C(=O)([O-])[O-].[Na+].[Na+]. The catalyst is ClCCl. The product is [Cl:28][C:25]1[CH:24]=[CH:23][C:22]([CH2:21][C:19]2[N:20]=[C:15]([NH:14][CH:11]3[CH2:12][CH2:13][NH:8][CH2:9][CH2:10]3)[N:16]=[C:17]([C:29]([OH:32])([CH3:31])[CH3:30])[CH:18]=2)=[CH:27][CH:26]=1. The yield is 0.990. (3) The reactants are C([O:4][CH2:5][C:6]1[C:7]([N:32]2[N:41]=[CH:40][C:39]3[C:34](=[C:35]([F:46])[CH:36]=[C:37]([C:42]([CH3:45])([CH3:44])[CH3:43])[CH:38]=3)[C:33]2=[O:47])=[N:8][CH:9]=[CH:10][C:11]=1[C:12]1[CH:17]=[C:16]([NH:18][C:19]2[CH:29]=[C:22]3[CH2:23][N:24]([CH3:28])[C:25](=[O:27])[CH2:26][N:21]3[N:20]=2)[C:15](=[O:30])[N:14]([CH3:31])[CH:13]=1)(=O)C.[OH-].[Li+]. The catalyst is C1COCC1.C(O)(C)C.O. The product is [C:42]([C:37]1[CH:38]=[C:39]2[C:34](=[C:35]([F:46])[CH:36]=1)[C:33](=[O:47])[N:32]([C:7]1[C:6]([CH2:5][OH:4])=[C:11]([C:12]3[CH:17]=[C:16]([NH:18][C:19]4[CH:29]=[C:22]5[CH2:23][N:24]([CH3:28])[C:25](=[O:27])[CH2:26][N:21]5[N:20]=4)[C:15](=[O:30])[N:14]([CH3:31])[CH:13]=3)[CH:10]=[CH:9][N:8]=1)[N:41]=[CH:40]2)([CH3:45])([CH3:43])[CH3:44]. The yield is 0.440.